Dataset: Reaction yield outcomes from USPTO patents with 853,638 reactions. Task: Predict the reaction yield, written as a fraction of the theoretical maximum amount of product (1.0 means a 100% yield; for example, 0.34 means a 34% yield). The reactants are Cl[C:2]([O:4][CH2:5][C:6]1[CH:11]=[CH:10][CH:9]=[CH:8][CH:7]=1)=[O:3].[NH2:12][C:13]1([C:16]#[N:17])[CH2:15][CH2:14]1.C(N(CC)CC)C. The catalyst is C(Cl)Cl. The product is [C:16]([C:13]1([NH:12][C:2](=[O:3])[O:4][CH2:5][C:6]2[CH:11]=[CH:10][CH:9]=[CH:8][CH:7]=2)[CH2:15][CH2:14]1)#[N:17]. The yield is 0.238.